This data is from Catalyst prediction with 721,799 reactions and 888 catalyst types from USPTO. The task is: Predict which catalyst facilitates the given reaction. (1) Reactant: [OH:1][CH2:2][CH2:3][N:4]1[C:13](=[O:14])[C:12]2[C:7](=[CH:8][CH:9]=[CH:10][CH:11]=2)[N:6]([CH3:15])[C:5]1=[O:16].CC(OI1(OC(C)=O)(OC(C)=O)OC(=O)C2C=CC=CC1=2)=O.N#N. Product: [CH3:15][N:6]1[C:7]2[C:12](=[CH:11][CH:10]=[CH:9][CH:8]=2)[C:13](=[O:14])[N:4]([CH2:3][CH:2]=[O:1])[C:5]1=[O:16]. The catalyst class is: 2. (2) Product: [CH:25]([N:22]1[CH2:21][CH2:20][CH:19]([NH:18][C:17]2[C:12]([C:8]3[NH:7][C:6](=[O:28])[C:5]4[C:10](=[CH:11][C:2]([NH:38][CH2:37][C:36]5[CH:39]=[CH:40][C:33]([O:32][CH3:31])=[CH:34][CH:35]=5)=[CH:3][C:4]=4[O:29][CH3:30])[N:9]=3)=[N:13][CH:14]=[CH:15][CH:16]=2)[CH2:24][CH2:23]1)([CH3:26])[CH3:27]. The catalyst class is: 58. Reactant: F[C:2]1[CH:11]=[C:10]2[C:5]([C:6](=[O:28])[NH:7][C:8]([C:12]3[C:17]([NH:18][CH:19]4[CH2:24][CH2:23][N:22]([CH:25]([CH3:27])[CH3:26])[CH2:21][CH2:20]4)=[CH:16][CH:15]=[CH:14][N:13]=3)=[N:9]2)=[C:4]([O:29][CH3:30])[CH:3]=1.[CH3:31][O:32][C:33]1[CH:40]=[CH:39][C:36]([CH2:37][NH2:38])=[CH:35][CH:34]=1. (3) Reactant: Cl[C:2]1[N:7]=[C:6]([NH:8][CH2:9][C:10]2[C:11]([C:21]3[CH:26]=[CH:25][CH:24]=[CH:23][C:22]=3[Cl:27])=[N:12][C:13]3[C:18]([CH:19]=2)=[CH:17][CH:16]=[CH:15][C:14]=3[Cl:20])[C:5]([F:28])=[CH:4][N:3]=1.[C:29](=[NH:42])([C:36]1[CH:41]=[CH:40][CH:39]=[CH:38][CH:37]=1)[C:30]1[CH:35]=[CH:34][CH:33]=[CH:32][CH:31]=1.C1(P(C2C=CC=CC=2)C2(P(C3C=CC=CC=3)C3C=CC=CC=3)CC=C3C(C=CC=C3)=C2C2C3C(=CC=CC=3)C=CC=2)C=CC=CC=1.CC(C)([O-])C.[Na+]. Product: [Cl:20][C:14]1[CH:15]=[CH:16][CH:17]=[C:18]2[C:13]=1[N:12]=[C:11]([C:21]1[CH:26]=[CH:25][CH:24]=[CH:23][C:22]=1[Cl:27])[C:10]([CH2:9][NH:8][C:6]1[C:5]([F:28])=[CH:4][N:3]=[C:2]([N:42]=[C:29]([C:30]3[CH:35]=[CH:34][CH:33]=[CH:32][CH:31]=3)[C:36]3[CH:41]=[CH:40][CH:39]=[CH:38][CH:37]=3)[N:7]=1)=[CH:19]2. The catalyst class is: 187. (4) Reactant: Br[CH2:2][C:3]([NH:5][C:6]1[CH:11]=[CH:10][CH:9]=[C:8]([C:12]2[CH:21]=[N:20][C:19]3[C:14](=[CH:15][CH:16]=[CH:17][CH:18]=3)[N:13]=2)[CH:7]=1)=[O:4].[OH:22][CH:23]1[CH2:28][CH2:27][NH:26][CH2:25][CH2:24]1. Product: [OH:22][CH:23]1[CH2:28][CH2:27][N:26]([CH2:2][C:3]([NH:5][C:6]2[CH:11]=[CH:10][CH:9]=[C:8]([C:12]3[CH:21]=[N:20][C:19]4[C:14](=[CH:15][CH:16]=[CH:17][CH:18]=4)[N:13]=3)[CH:7]=2)=[O:4])[CH2:25][CH2:24]1. The catalyst class is: 32. (5) Reactant: I[C:2]1[N:3]=[C:4]2[C:10]3[CH:11]=[C:12]([C:15]([O:17][CH3:18])=[O:16])[CH:13]=[CH:14][C:9]=3[O:8][CH2:7][CH2:6][N:5]2[CH:19]=1.[CH:20]([N:23]1[C:27](B2OC(C)(C)C(C)(C)O2)=[CH:26][CH:25]=[N:24]1)([CH3:22])[CH3:21].ClCCl.C([O-])(=O)C.[K+].C(#N)C. Product: [CH:20]([N:23]1[C:27]([C:2]2[N:3]=[C:4]3[C:10]4[CH:11]=[C:12]([C:15]([O:17][CH3:18])=[O:16])[CH:13]=[CH:14][C:9]=4[O:8][CH2:7][CH2:6][N:5]3[CH:19]=2)=[CH:26][CH:25]=[N:24]1)([CH3:22])[CH3:21]. The catalyst class is: 587. (6) Reactant: [Cl:1][CH2:2][CH2:3][CH2:4][CH2:5][CH2:6][CH2:7][C:8]#[CH:9].[CH:10](OCC)([O:14][CH2:15][CH3:16])[O:11][CH2:12][CH3:13].C(O)(=O)C.[Cl-].[NH4+]. Product: [Cl:1][CH2:2][CH2:3][CH2:4][CH2:5][CH2:6][CH2:7][C:8]#[C:9][CH:10]([O:14][CH2:15][CH3:16])[O:11][CH2:12][CH3:13]. The catalyst class is: 93. (7) Reactant: [NH2:1][C:2]1[C:9]([I:10])=[CH:8][C:5]([C:6]#[N:7])=[C:4]([Cl:11])[CH:3]=1.CO. Product: [NH2:7][CH2:6][C:5]1[C:4]([Cl:11])=[CH:3][C:2]([NH2:1])=[C:9]([I:10])[CH:8]=1. The catalyst class is: 7. (8) Reactant: [H-].[Na+].[I-].[CH3:4][S+](C)(C)=O.[C:9]1([CH2:15][N:16]2[CH2:20][CH:19]=[C:18]([C:21]3[CH:26]=[CH:25][C:24]([C:27]([F:30])([F:29])[F:28])=[CH:23][N:22]=3)[CH2:17]2)[CH:14]=[CH:13][CH:12]=[CH:11][CH:10]=1.[Cl-].[NH4+]. Product: [C:9]1([CH2:15][N:16]2[CH2:20][CH:19]3[C:18]([C:21]4[CH:26]=[CH:25][C:24]([C:27]([F:29])([F:30])[F:28])=[CH:23][N:22]=4)([CH2:4]3)[CH2:17]2)[CH:14]=[CH:13][CH:12]=[CH:11][CH:10]=1. The catalyst class is: 16.